Dataset: Catalyst prediction with 721,799 reactions and 888 catalyst types from USPTO. Task: Predict which catalyst facilitates the given reaction. (1) Reactant: C(=O)([O-])[O-].[K+].[K+].[N:7]1[C:14]([Cl:15])=[N:13][C:11](Cl)=[N:10][C:8]=1[Cl:9].[F:16][C:17]([F:27])([F:26])[C:18]1[CH:19]=[C:20]([CH:22]=[CH:23][C:24]=1[F:25])[NH2:21]. Product: [Cl:15][C:14]1[N:7]=[C:8]([Cl:9])[N:10]=[C:11]([NH:21][C:20]2[CH:22]=[CH:23][C:24]([F:25])=[C:18]([C:17]([F:27])([F:16])[F:26])[CH:19]=2)[N:13]=1. The catalyst class is: 20. (2) Reactant: [C:1]([O:5][C:6]([CH:8]1[CH2:13][CH2:12][C:11](=[CH:14][C:15]([O:17]C(C)(C)C)=[O:16])[CH2:10][CH2:9]1)=[O:7])(C)(C)[CH3:2].[H][H]. Product: [CH2:1]([O:5][C:6]([CH:8]1[CH2:13][CH2:12][CH:11]([CH2:14][C:15]([OH:17])=[O:16])[CH2:10][CH2:9]1)=[O:7])[CH3:2]. The catalyst class is: 63. (3) Reactant: C(OC(=O)[NH:7][CH2:8][CH2:9][CH2:10][CH2:11][N:12]1[C:24]2[C:23]3[CH:22]=[CH:21][C:20]([O:25][CH2:26][C:27]4[CH:32]=[CH:31][CH:30]=[CH:29][CH:28]=4)=[CH:19][C:18]=3[N:17]=[CH:16][C:15]=2[N:14]=[C:13]1[CH2:33][O:34][CH2:35][CH3:36])(C)(C)C.[ClH:38]. Product: [ClH:38].[ClH:38].[CH2:26]([O:25][C:20]1[CH:21]=[CH:22][C:23]2[C:24]3[N:12]([CH2:11][CH2:10][CH2:9][CH2:8][NH2:7])[C:13]([CH2:33][O:34][CH2:35][CH3:36])=[N:14][C:15]=3[CH:16]=[N:17][C:18]=2[CH:19]=1)[C:27]1[CH:32]=[CH:31][CH:30]=[CH:29][CH:28]=1. The catalyst class is: 8. (4) The catalyst class is: 11. Reactant: Br[C:2]1[C:11]([F:12])=[CH:10][CH:9]=[C:8]2[C:3]=1[CH:4]=[CH:5][C:6]([CH3:13])=[N:7]2.[N:14]1([C:20]([O:22][C:23]([CH3:26])([CH3:25])[CH3:24])=[O:21])[CH2:19][CH2:18][NH:17][CH2:16][CH2:15]1.C1(P(C2C(P(C3C=CC=CC=3)C3C=CC=CC=3)=C(C3C4C(=CC=CC=4)C=CC=3)C3C(C=2)=CC=CC=3)C2C=CC=CC=2)C=CC=CC=1.C(=O)([O-])[O-].[Cs+].[Cs+]. Product: [F:12][C:11]1[C:2]([N:17]2[CH2:16][CH2:15][N:14]([C:20]([O:22][C:23]([CH3:26])([CH3:25])[CH3:24])=[O:21])[CH2:19][CH2:18]2)=[C:3]2[C:8](=[CH:9][CH:10]=1)[N:7]=[C:6]([CH3:13])[CH:5]=[CH:4]2. (5) Reactant: [F:1][C:2]([F:15])([F:14])[C:3]1[CH:8]=[CH:7][C:6](/[CH:9]=[CH:10]/[C:11]([NH2:13])=[O:12])=[CH:5][CH:4]=1.[Cl:16][CH2:17][C:18]([CH2:20]Cl)=[O:19].O. Product: [C:18]([O:12][CH3:11])(=[O:19])[CH3:20].[Cl:16][CH2:17][C:18]1[N:13]=[C:11](/[CH:10]=[CH:9]/[C:6]2[CH:5]=[CH:4][C:3]([C:2]([F:14])([F:15])[F:1])=[CH:8][CH:7]=2)[O:12][CH:20]=1. The catalyst class is: 11.